This data is from Reaction yield outcomes from USPTO patents with 853,638 reactions. The task is: Predict the reaction yield, written as a fraction of the theoretical maximum amount of product (1.0 means a 100% yield; for example, 0.34 means a 34% yield). (1) The reactants are [CH3:1][C@@:2]1([C:12]2[CH:17]=[CH:16][CH:15]=[C:14]([C:18]3[CH:19]=[N:20][CH:21]=[N:22][CH:23]=3)[CH:13]=2)[CH2:7][CH2:6][S:5][C:4]([NH:8]C(=O)C)=[N:3]1.[ClH:24]. No catalyst specified. The product is [ClH:24].[ClH:24].[CH3:1][C@@:2]1([C:12]2[CH:17]=[CH:16][CH:15]=[C:14]([C:18]3[CH:19]=[N:20][CH:21]=[N:22][CH:23]=3)[CH:13]=2)[CH2:7][CH2:6][S:5][C:4]([NH2:8])=[N:3]1. The yield is 0.810. (2) The reactants are [CH3:1][O:2][C:3]1[CH:4]=[C:5]([CH2:11][CH2:12][C:13]#[N:14])[CH:6]=[CH:7][C:8]=1[O:9][CH3:10].C([O-])(=O)C.[Na+].[Br:20]Br.O. The catalyst is C(O)(=O)C. The product is [Br:20][C:6]1[CH:7]=[C:8]([O:9][CH3:10])[C:3]([O:2][CH3:1])=[CH:4][C:5]=1[CH2:11][CH2:12][C:13]#[N:14]. The yield is 0.650. (3) The reactants are [Cl:1][C:2]1[N:11]=[C:10](Cl)[C:9]2[C:4](=[CH:5][CH:6]=[C:7]([O:13][CH3:14])[CH:8]=2)[N:3]=1.C([Sn](CCCC)(CCCC)[C:20]([O:22][CH2:23][CH3:24])=[CH2:21])CCC. No catalyst specified. The product is [Cl:1][C:2]1[N:11]=[C:10]([C:20]([O:22][CH2:23][CH3:24])=[CH2:21])[C:9]2[C:4](=[CH:5][CH:6]=[C:7]([O:13][CH3:14])[CH:8]=2)[N:3]=1. The yield is 0.480. (4) The catalyst is CN(C=O)C. The product is [CH2:1]([N:5]1[C:9](=[O:10])[C:8]([NH:32][C:23]2[CH:22]=[C:21]([CH3:20])[N:25]([C:26]3[CH:27]=[CH:28][CH:29]=[CH:30][CH:31]=3)[N:24]=2)=[C:7]([C:12]2[CH:17]=[CH:16][CH:15]=[CH:14][CH:13]=2)[S:6]1(=[O:19])=[O:18])[CH2:2][CH2:3][CH3:4]. The reactants are [CH2:1]([N:5]1[C:9](=[O:10])[C:8](Cl)=[C:7]([C:12]2[CH:17]=[CH:16][CH:15]=[CH:14][CH:13]=2)[S:6]1(=[O:19])=[O:18])[CH2:2][CH2:3][CH3:4].[CH3:20][C:21]1[N:25]([C:26]2[CH:31]=[CH:30][CH:29]=[CH:28][CH:27]=2)[N:24]=[C:23]([NH2:32])[CH:22]=1. The yield is 0.586. (5) The reactants are Br[C:2]1[N:7]=[C:6]2[N:8]([CH2:11][C:12]3[CH:28]=[CH:27][C:15]4[N:16]=[C:17]([NH:19][C@@H:20]5[CH2:25][CH2:24][CH2:23][CH2:22][C@H:21]5[OH:26])[S:18][C:14]=4[CH:13]=3)[CH:9]=[N:10][C:5]2=[CH:4][CH:3]=1.C([Sn](CCCC)(CCCC)[C:34]([O:36]CC)=[CH2:35])CCC.Cl. The catalyst is CN(C=O)C.[Pd].C1(P(C2C=CC=CC=2)C2C=CC=CC=2)C=CC=CC=1.C1(P(C2C=CC=CC=2)C2C=CC=CC=2)C=CC=CC=1.C1(P(C2C=CC=CC=2)C2C=CC=CC=2)C=CC=CC=1.C1(P(C2C=CC=CC=2)C2C=CC=CC=2)C=CC=CC=1. The product is [OH:26][C@@H:21]1[CH2:22][CH2:23][CH2:24][CH2:25][C@H:20]1[NH:19][C:17]1[S:18][C:14]2[CH:13]=[C:12]([CH2:11][N:8]3[C:6]4=[N:7][C:2]([C:34](=[O:36])[CH3:35])=[CH:3][CH:4]=[C:5]4[N:10]=[CH:9]3)[CH:28]=[CH:27][C:15]=2[N:16]=1. The yield is 0.210. (6) The reactants are [Cl-].O[NH3+:3].[C:4](=[O:7])([O-])[OH:5].[Na+].CS(C)=O.[CH2:13]([C:17]1[N:18]=[C:19]([CH3:46])[N:20]([C:39]2[CH:44]=[CH:43][CH:42]=[CH:41][C:40]=2[CH3:45])[C:21](=[O:38])[C:22]=1[CH2:23][C:24]1[CH:29]=[CH:28][C:27]([C:30]2[C:31]([C:36]#[N:37])=[CH:32][CH:33]=[CH:34][CH:35]=2)=[CH:26][CH:25]=1)[CH2:14][CH2:15][CH3:16]. The catalyst is O.C(OCC)(=O)C. The product is [CH2:13]([C:17]1[N:18]=[C:19]([CH3:46])[N:20]([C:39]2[CH:44]=[CH:43][CH:42]=[CH:41][C:40]=2[CH3:45])[C:21](=[O:38])[C:22]=1[CH2:23][C:24]1[CH:29]=[CH:28][C:27]([C:30]2[CH:35]=[CH:34][CH:33]=[CH:32][C:31]=2[C:36]2[NH:3][C:4](=[O:7])[O:5][N:37]=2)=[CH:26][CH:25]=1)[CH2:14][CH2:15][CH3:16]. The yield is 0.420.